From a dataset of Drug-target binding data from BindingDB using IC50 measurements. Regression. Given a target protein amino acid sequence and a drug SMILES string, predict the binding affinity score between them. We predict pIC50 (pIC50 = -log10(IC50 in M); higher means more potent). Dataset: bindingdb_ic50. (1) The compound is CN1CCN(c2ccc(NC(=O)Nc3ccc(-c4nc(N5CC6CCC(C5)O6)nc(N5CC6CCC(C5)O6)n4)cc3)cc2)CC1. The target protein (P42346) has sequence MLGTGPATATAGAATSSNVSVLQQFASGLKSRNEETRAKAAKELQHYVTMELREMSQEESTRFYDQLNHHIFELVSSSDANERKGGILAIASLIGVEGGNSTRIGRFANYLRNLLPSSDPVVMEMASKAIGRLAMAGDTFTAEYVEFEVKRALEWLGADRNEGRRHAAVLVLRELAISVPTFFFQQVQPFFDNIFVAVWDPKQAIREGAVAALRACLILTTQREPKEMQKPQWYRHTFEEAEKGFDETLAKEKGMNRDDRIHGALLILNELVRISSMEGERLREEMEEITQQQLVHDKYCKDLMGFGTKPRHITPFTSFQAVQPQQSNALVGLLGYSSHQGLMGFGASPSPTKSTLVESRCCRDLMEEKFDQVCQWVLKCRSSKNSLIQMTILNLLPRLAAFRPSAFTDTQYLQDTMNHVLSCVKKEKERTAAFQALGLLSVAVRSEFKVYLPRVLDIIRAALPPKDFAHKRQKTVQVDATVFTCISMLARAMGPGIQQD.... The pIC50 is 8.7. (2) The drug is CC(=O)NC(C)c1ccc(OC2CN(c3ccc4c(c3)OCCO4)C2)cc1. The target protein sequence is MSPAKCKICFPDREVKPSMSGLHLVKRGREHKKLDLHRDFTVASPAEFVTRFGGDRVIEKVLIANNGIAAVKCMRSIRRWAYEMFRNERAIRFVVMVTPEDLKANAEYIKMADHYVPVPGGPNNNNYANVELIVDIAKRIPVQAVWAGWGHASENPKLPELLCKNGVAFLGPPSEAMWALGDKIASTVVAQTLQVPTLPWSGSGLTVEWTEDDLQQGKRISVPEDVYDKGCVKDVDEGLEAAERIGFPLMIKASEGGGGKGIRKAESAEDFPILFRQVQSEIPGSPIFLMKLAQHARHLEVQILADQYGNAVSLFGRDCSIQRRHQKIVEEAPATIAPLAIFEFMEQCAIRLAKTVGYVSAGTVEYLYSQDGSFHFLELNPRLQVEHPCTEMIADVNLPAAQLQIAMGVPLHRLKDIRLLYGESPWGVTPISFETPSNPPLARGHVIAARITSENPDEGFKPSSGTVQELNFRSSKNVWGYFSVAATGGLHEFADSQFGH.... The pIC50 is 6.6. (3) The drug is CCC(=N)/C(Br)=C(\N)C(=O)Nc1ccc([C@@H]2O[C@H]3CN[C@@H]2C3)cc1. The pIC50 is 6.9. The target protein (Q923Y9) has sequence MHLCHNSANISHTNSNWSRDVRASLYSLISLIILTTLVGNLIVIISISHFKQLHTPTNWLLHSMAVVDFLLGCLVMPYSMVRTVEHCWYFGELFCKLHTSTDIMLSSASILHLAFISIDRYYAVCDPLRYKAKINLAAIFVMILISWSLPAVFAFGMIFLELNLEGVEELYHNQVFCLRGCFPFFSKVSGVLAFMTSFYIPGSVMLFVYYRIYFIAKGQARSINRANLQVGLEGESRAPQSKETKAAKTLGIMVGVFLLCWCPFFFCMVLDPFLGYVIPPTLNDTLNWFGYLNSAFNPMVYAFFYPWFRRALKMVLFGKIFQKDSSRSKLFL. (4) The drug is CC(=O)Nc1cccc(-c2ncnc(Nc3ccc(OC(F)(F)F)cc3)c2C)c1. The target protein sequence is MVDPVGFAEAWKAQFPDSEPPRMELRSVGDIEQELERCKASIRRLEQEVNQERFRMIYLQTLLAKEKKSYDRQRWGFRRAAQAPDGASEPRASASRPQPAPADGADPPPAEEPEARPDGEGSPGKARPGTARRPGAAASGERDDRGPPASVAALRSNFERIRKGHGQPGADAEKPFYVNVEFHHERGLVKVNDKEVSDRISSLGSQAMQMERKKSQHGAGSSVGDASRPPYRGRSSESSCGVDGDYEDAELNPRFLKDNLIDANGGSRPPWPPLEYQPYQSIYVGGMMEGEGKGPLLRSQSTSEQEKRLTWPRRSYSPRSFEDCGGGYTPDCSSNENLTSSEEDFSSGQSSRVSPSPTTYRMFRDKSRSPSQNSQQSFDSSSPPTPQCHKRHRHCPVVVSEATIVGVRKTGQIWPNDGEGAFHGDADGSFGTPPGYGCAADRAEEQRRHQDGLPYIDDSPSSSPHLSSKGRGSRDALVSGALESTKASELDLEKGLEMRK.... The pIC50 is 5.0. (5) The compound is COc1cc2c(Oc3ccc(N=Cc4c(C)[nH]n(-c5ccccc5C(F)(F)F)c4=O)cc3F)ccnc2cc1OCCCN1CCOCC1. The target protein sequence is MGTSHPAFLVLGCLLTGLSLILCQLSLPSILPNENEKVVQLNSSFSLRCFGESEVSWQYPMSEEESSDVEIRNEENNSGLFVTVLEVSSASAAHTGLYTCYYNHTQTEENELEGRHIYIYVPDPDVAFVPLGMTDYLVIVEDDDSAIIPCRTTDPETPVTLHNSEGVVPASYDSRQGFNGTFTVGPYICEATVKGKKFQTIPFNVYALKATSELDLEMEALKTVYKSGETIVVTCAVFNNEVVDLQWTYPGEVKGKGITMLEEIKVPSIKLVYTLTVPEATVKDSGDYECAARQATREVKEMKKVTISVHEKGFIEIKPTFSQLEAVNLHEVKHFVVEVRAYPPPRISWLKNNLTLIENLTEITTDVEKIQEIRYRSKLKLIRAKEEDSGHYTIVAQNEDAVKSYTFELLTQVPSSILDLVDDHHGSTGGQTVRCTAEGTPLPDIEWMICKDIKKCNNETSWTILANNVSNIITEIHSRDRSTVEGRVTFAKVEETIAVR.... The pIC50 is 7.5. (6) The drug is CN(C)c1ccc(C(=O)N/N=C/c2ccc(C(=O)NO)cc2)cc1. The target protein sequence is MHSSSAVRMAVGCLVELAFKVAAGELKNGFAIIRPPGHHAEESTAMGFCFFNSVAITAKLLQQKLSVGKVLIVDWDIHHGNGTQQAFYDDPSVLYISLHRYDNGNFFPGSGAPEEVGGGPGVGYNVNVAWTGGVDPPIGDVEYLTAFRTVVMPIAHEFSPDVVLVSAGFDAVEGHLSPLGGYSVTARCFGHLTRQLMTLAGGRVVLALEGGHDLTAICDASEACVSALLSVELQPLDEAVLQQKPSINAVATLEKVIEIQSKHWSCVQRFATGLGCSLREAQTGEKEEAETVSAMALLSMGAEQAQAAATQEHSPRPAEEPMEQEPAL. The pIC50 is 7.7.